Dataset: Full USPTO retrosynthesis dataset with 1.9M reactions from patents (1976-2016). Task: Predict the reactants needed to synthesize the given product. Given the product [NH2:30][CH2:29][C:28]1[CH:38]=[CH:39][C:40]([Cl:41])=[C:26]([NH:25][C:23]2[N:22]([CH3:42])[C:21]3[CH:43]=[CH:44][C:18]([C:16]([NH:15][C:12]4[CH:11]=[CH:10][C:9]([Br:8])=[CH:14][CH:13]=4)=[O:17])=[CH:19][C:20]=3[N:24]=2)[CH:27]=1, predict the reactants needed to synthesize it. The reactants are: C(O)(C(F)(F)F)=O.[Br:8][C:9]1[CH:14]=[CH:13][C:12]([NH:15][C:16]([C:18]2[CH:44]=[CH:43][C:21]3[N:22]([CH3:42])[C:23]([NH:25][C:26]4[CH:27]=[C:28]([CH:38]=[CH:39][C:40]=4[Cl:41])[CH2:29][NH:30]C(=O)OC(C)(C)C)=[N:24][C:20]=3[CH:19]=2)=[O:17])=[CH:11][CH:10]=1.